This data is from Full USPTO retrosynthesis dataset with 1.9M reactions from patents (1976-2016). The task is: Predict the reactants needed to synthesize the given product. (1) Given the product [CH3:1][O:2][C:3]1[CH:21]=[C:20]([O:22][CH2:24][C:25]2[N:26]=[C:27]([C:30]3([OH:40])[C:39]4[C:34](=[CH:35][CH:36]=[CH:37][CH:38]=4)[O:33][CH2:32][CH2:31]3)[S:28][CH:29]=2)[C:6]2[CH:7]=[C:8]([C:10]3[N:11]=[C:12]4[N:16]([CH:17]=3)[N:15]=[C:14]([O:18][CH3:19])[S:13]4)[O:9][C:5]=2[CH:4]=1, predict the reactants needed to synthesize it. The reactants are: [CH3:1][O:2][C:3]1[CH:4]=[C:5]2[O:9][C:8]([C:10]3[N:11]=[C:12]4[N:16]([CH:17]=3)[N:15]=[C:14]([O:18][CH3:19])[S:13]4)=[CH:7][C:6]2=[C:20]([OH:22])[CH:21]=1.O[CH2:24][C:25]1[N:26]=[C:27]([C:30]2([OH:40])[C:39]3[C:34](=[CH:35][CH:36]=[CH:37][CH:38]=3)[O:33][CH2:32][CH2:31]2)[S:28][CH:29]=1. (2) The reactants are: [Cl:1][C:2]1[C:28]([CH2:29][CH2:30][OH:31])=[CH:27][CH:26]=[CH:25][C:3]=1[CH2:4][N:5]1[CH2:24][CH2:23][C:8]2([O:13][CH2:12][CH2:11][N:10]([C:14]([C:16]3[N:17]=[C:18]([CH2:21][CH3:22])[S:19][CH:20]=3)=[O:15])[CH2:9]2)[CH2:7][CH2:6]1.[C:32]([O:36][C:37]([CH3:40])([CH3:39])[CH3:38])(=[O:35])[CH:33]=[CH2:34]. Given the product [CH3:27][CH2:28][CH2:2][CH:3]([CH3:25])[CH3:4].[Cl:1][C:2]1[C:3]([CH2:4][N:5]2[CH2:6][CH2:7][C:8]3([O:13][CH2:12][CH2:11][N:10]([C:14]([C:16]4[N:17]=[C:18]([CH2:21][CH3:22])[S:19][CH:20]=4)=[O:15])[CH2:9]3)[CH2:23][CH2:24]2)=[CH:25][CH:26]=[CH:27][C:28]=1[CH2:29][CH2:30][O:31][CH2:34][CH2:33][C:32]([O:36][C:37]([CH3:40])([CH3:39])[CH3:38])=[O:35], predict the reactants needed to synthesize it. (3) Given the product [CH2:1]([N:8]1[C:16]2[C:11](=[CH:12][C:13]([C:17]([O:19][CH2:20][CH3:21])=[O:18])=[CH:14][CH:15]=2)[CH:10]([CH3:22])[CH:9]1[CH3:23])[C:2]1[CH:3]=[CH:4][CH:5]=[CH:6][CH:7]=1, predict the reactants needed to synthesize it. The reactants are: [CH2:1]([N:8]1[C:16]2[C:11](=[CH:12][C:13]([C:17]([O:19][CH2:20][CH3:21])=[O:18])=[CH:14][CH:15]=2)[C:10]([CH3:22])=[C:9]1[CH3:23])[C:2]1[CH:7]=[CH:6][CH:5]=[CH:4][CH:3]=1.C([SiH](CC)CC)C.